Dataset: Kir2.1 potassium channel HTS with 301,493 compounds. Task: Binary Classification. Given a drug SMILES string, predict its activity (active/inactive) in a high-throughput screening assay against a specified biological target. (1) The result is 0 (inactive). The molecule is Fc1c(N2CCOCC2)cc(N2CCN(CC2)C(=O)c2occc2)c([N+]([O-])=O)c1. (2) The molecule is Fc1ccc(C(=O)NCC2CCCN(C2)Cc2cc3nonc3cc2)cc1. The result is 0 (inactive). (3) The compound is O(c1cc2c(c(=O)n(cc2C(=O)NCc2occc2)CC)cc1OC)C. The result is 0 (inactive).